Dataset: HIV replication inhibition screening data with 41,000+ compounds from the AIDS Antiviral Screen. Task: Binary Classification. Given a drug SMILES string, predict its activity (active/inactive) in a high-throughput screening assay against a specified biological target. (1) The compound is C[Si](C)(C)C(Br)=CCCN1C(=O)CCC1=O. The result is 0 (inactive). (2) The drug is CC(=O)Nc1cc(S(=O)(=O)O)cc2cc(S(=O)(=O)O)cc(O)c12. The result is 0 (inactive). (3) The compound is Nc1c(S(=O)(=O)c2ccccc2)c2nc3ccccc3nc2n2c1nc1ccccc12. The result is 0 (inactive). (4) The compound is CCc1ccccc1NC(=O)CCc1n[nH]c(=S)o1. The result is 0 (inactive). (5) The molecule is CN(NC(=O)C(=Cc1ccc(Cl)cc1)NC(=O)c1ccccc1)c1cnnc(O)c1Cl. The result is 0 (inactive). (6) The drug is CC(C)C1=CC(c2ccccc2)c2ccccc2C1C(C#N)(C#N)C(C)C. The result is 0 (inactive).